From a dataset of HIV replication inhibition screening data with 41,000+ compounds from the AIDS Antiviral Screen. Binary Classification. Given a drug SMILES string, predict its activity (active/inactive) in a high-throughput screening assay against a specified biological target. (1) The molecule is COc1cccc(NC(=O)C(=O)C(C(=O)c2ccccc2F)C2OC(=O)c3ccccc32)c1. The result is 0 (inactive). (2) The compound is C=CC1C=Cc2ccccc2C1(C=O)CCC1(C)OCCO1. The result is 0 (inactive). (3) The compound is N#Cc1cnc(-n2[nH]c3c(c2=O)CCCC3)nc1O. The result is 0 (inactive). (4) The compound is CN(C)Cc1cc(C(=O)C=Cc2ccc([N+](=O)[O-])cc2)cc(CN(C)C)c1O.Cl. The result is 0 (inactive). (5) The molecule is O=NN1CCCS1(=O)=O. The result is 0 (inactive). (6) The compound is Cc1nn(C(=O)c2ccc(Cl)cc2)c2c1C(C=Cc1ccccc1)SC(=N)N2. The result is 1 (active).